Dataset: Catalyst prediction with 721,799 reactions and 888 catalyst types from USPTO. Task: Predict which catalyst facilitates the given reaction. (1) Reactant: [C:1]([NH:8][CH2:9][CH2:10][CH2:11][CH2:12][CH2:13][C:14]([OH:16])=O)([O:3][C:4]([CH3:7])([CH3:6])[CH3:5])=[O:2].[Cl:17][CH2:18][CH2:19][CH2:20][CH2:21][CH2:22][CH2:23][O:24][CH2:25][CH2:26][O:27][CH2:28][CH2:29][NH2:30].C1C=CC2N(O)N=NC=2C=1.CCN(C(C)C)C(C)C.CCN=C=NCCCN(C)C. Product: [Cl:17][CH2:18][CH2:19][CH2:20][CH2:21][CH2:22][CH2:23][O:24][CH2:25][CH2:26][O:27][CH2:28][CH2:29][NH:30][C:14](=[O:16])[CH2:13][CH2:12][CH2:11][CH2:10][CH2:9][NH:8][C:1](=[O:2])[O:3][C:4]([CH3:5])([CH3:6])[CH3:7]. The catalyst class is: 2. (2) Reactant: [S:1]1[C:5]2[CH:6]=[CH:7][CH:8]=[CH:9][C:4]=2[NH:3][CH2:2]1.NC1C=CC=CC=1S.C=O.[C:20]([C:22]1[CH:23]=[C:24]([CH:28]=[C:29]([C:33]([F:36])([F:35])[F:34])[C:30]=1[O:31][CH3:32])[C:25](Cl)=[O:26])#[N:21]. Product: [C:20]([C:22]1[CH:23]=[C:24]([CH:28]=[C:29]([C:33]([F:34])([F:36])[F:35])[C:30]=1[O:31][CH3:32])[C:25]([N:3]1[C:4]2[CH:9]=[CH:8][CH:7]=[CH:6][C:5]=2[S:1][CH2:2]1)=[O:26])#[N:21]. The catalyst class is: 542. (3) Reactant: [CH:1](/[C:9]1[C:17]2[C:12](=[CH:13][C:14]([CH:18]=O)=[CH:15][CH:16]=2)[NH:11][N:10]=1)=[CH:2]\[C:3]1[CH:8]=[CH:7][CH:6]=[CH:5][CH:4]=1.[NH:20]1[C:28]2[C:23](=[CH:24][CH:25]=[CH:26][CH:27]=2)[CH2:22][C:21]1=[O:29].N1CCCCC1. Product: [CH:1](/[C:9]1[C:17]2[C:12](=[CH:13][C:14](/[CH:18]=[C:22]3/[C:21](=[O:29])[NH:20][C:28]4[C:23]/3=[CH:24][CH:25]=[CH:26][CH:27]=4)=[CH:15][CH:16]=2)[NH:11][N:10]=1)=[CH:2]\[C:3]1[CH:4]=[CH:5][CH:6]=[CH:7][CH:8]=1. The catalyst class is: 5. (4) Reactant: [CH:1]1([CH2:4][N:5]2[CH:9]=[CH:8][C:7]([C:10]3[CH:17]=[CH:16][C:13]([C:14]#[N:15])=[CH:12][CH:11]=3)=[N:6]2)[CH2:3][CH2:2]1. Product: [CH:1]1([CH2:4][N:5]2[CH:9]=[CH:8][C:7]([C:10]3[CH:11]=[CH:12][C:13]([CH2:14][NH2:15])=[CH:16][CH:17]=3)=[N:6]2)[CH2:3][CH2:2]1. The catalyst class is: 750. (5) Reactant: C[Si]([C:5]#[C:6][C:7]1[CH:8]=[CH:9][C:10]([C:13]2[CH:18]=[CH:17][C:16]([C:19]#[C:20][Si](C)(C)C)=[CH:15][N:14]=2)=[N:11][CH:12]=1)(C)C.[F-].[K+]. Product: [C:19]([C:16]1[CH:17]=[CH:18][C:13]([C:10]2[CH:9]=[CH:8][C:7]([C:6]#[CH:5])=[CH:12][N:11]=2)=[N:14][CH:15]=1)#[CH:20]. The catalyst class is: 5.